Task: Predict the product of the given reaction.. Dataset: Forward reaction prediction with 1.9M reactions from USPTO patents (1976-2016) The product is: [CH3:13][O:7][C:6](=[O:8])[C:5]1[CH:9]=[CH:10][C:2]([Cl:1])=[CH:3][C:4]=1[OH:11]. Given the reactants [Cl:1][C:2]1[CH:3]=[C:4]([OH:11])[C:5](=[CH:9][CH:10]=1)[C:6]([OH:8])=[O:7].Cl.[C:13]([O-])(O)=O.[Na+], predict the reaction product.